This data is from Forward reaction prediction with 1.9M reactions from USPTO patents (1976-2016). The task is: Predict the product of the given reaction. (1) Given the reactants [C:1]1([C:7]2[CH:12]=[CH:11][CH2:10][CH2:9][C:8]=2[C:13]([O:15][CH2:16][CH3:17])=[O:14])[CH:6]=[CH:5][CH:4]=[CH:3][CH:2]=1, predict the reaction product. The product is: [C:1]1([C:7]2[CH:12]=[CH:11][CH:10]=[CH:9][C:8]=2[C:13]([O:15][CH2:16][CH3:17])=[O:14])[CH:2]=[CH:3][CH:4]=[CH:5][CH:6]=1. (2) Given the reactants [O:1]=[C:2]1[C:10](=[O:11])[C:9]2[C:4](=[CH:5][CH:6]=[C:7]([S:12]([NH:15][C@@H:16](CC3C=CC=CC=3)C(N)=O)(=[O:14])=[O:13])[CH:8]=2)[NH:3]1.N[C@H](C(N)=O)C[C:30]1[CH:35]=[CH:34][CH:33]=[CH:32][CH:31]=1.C(NS(C1C=C2C(=CC=1)NC(=O)C2=O)(=O)=O)CC, predict the reaction product. The product is: [CH2:16]([NH:15][S:12]([C:7]1[CH:8]=[C:9]2[C:4](=[CH:5][CH:6]=1)[NH:3][C:2](=[O:1])[C:10]2=[O:11])(=[O:14])=[O:13])[C:30]1[CH:35]=[CH:34][CH:33]=[CH:32][CH:31]=1. (3) Given the reactants [OH:1][C:2]1[CH:7]=[CH:6][CH:5]=[CH:4][C:3]=1[C:8]([C:10]1[CH:15]=[CH:14][C:13]([O:16][CH3:17])=[CH:12][CH:11]=1)=O.C[Si](Cl)(C)C.C([BH3-])#N.[Na+], predict the reaction product. The product is: [CH3:17][O:16][C:13]1[CH:14]=[CH:15][C:10]([CH2:8][C:3]2[CH:4]=[CH:5][CH:6]=[CH:7][C:2]=2[OH:1])=[CH:11][CH:12]=1. (4) Given the reactants [CH2:1]([O:8][C:9](=[O:35])[NH:10][CH2:11][CH2:12][CH2:13][CH2:14][NH:15][CH2:16][C:17]1[CH:22]=[CH:21][C:20]([CH2:23][N:24]2[C:32](=[O:33])[C:31]3[C:26](=[CH:27][CH:28]=[CH:29][CH:30]=3)[C:25]2=[O:34])=[CH:19][CH:18]=1)[C:2]1[CH:7]=[CH:6][CH:5]=[CH:4][CH:3]=1.[C:36](O[C:36]([O:38][C:39]([CH3:42])([CH3:41])[CH3:40])=[O:37])([O:38][C:39]([CH3:42])([CH3:41])[CH3:40])=[O:37], predict the reaction product. The product is: [C:39]([O:38][C:36](=[O:37])[N:15]([CH2:14][CH2:13][CH2:12][CH2:11][NH:10][C:9]([O:8][CH2:1][C:2]1[CH:7]=[CH:6][CH:5]=[CH:4][CH:3]=1)=[O:35])[CH2:16][C:17]1[CH:22]=[CH:21][C:20]([CH2:23][N:24]2[C:32](=[O:33])[C:31]3[C:26](=[CH:27][CH:28]=[CH:29][CH:30]=3)[C:25]2=[O:34])=[CH:19][CH:18]=1)([CH3:42])([CH3:41])[CH3:40].